This data is from Full USPTO retrosynthesis dataset with 1.9M reactions from patents (1976-2016). The task is: Predict the reactants needed to synthesize the given product. (1) Given the product [F:1][C:2]1[CH:3]=[C:4]([CH:5]([CH:7]2[CH2:8][CH2:9][O:10][CH2:11][CH2:12]2)[OH:6])[CH:13]=[CH:14][C:15]=1[F:16], predict the reactants needed to synthesize it. The reactants are: [F:1][C:2]1[CH:3]=[C:4]([CH:13]=[CH:14][C:15]=1[F:16])[C:5]([CH:7]1[CH2:12][CH2:11][O:10][CH2:9][CH2:8]1)=[O:6].[BH4-].[Na+]. (2) Given the product [Br:1][C:16]1[C:17]([OH:23])=[C:18]([C:13]([CH3:12])=[CH:14][CH:15]=1)[C:19]([O:21][CH3:22])=[O:20], predict the reactants needed to synthesize it. The reactants are: [Br:1]N1C(C)(C)C(=O)N(Br)C1=O.[CH3:12][CH:13]1[CH:18]([C:19]([O:21][CH3:22])=[O:20])[C:17](=[O:23])[CH:16]=[CH:15][CH2:14]1.C(NC(C)C)(C)C.